From a dataset of TCR-epitope binding with 47,182 pairs between 192 epitopes and 23,139 TCRs. Binary Classification. Given a T-cell receptor sequence (or CDR3 region) and an epitope sequence, predict whether binding occurs between them. (1) The epitope is RPPIFIRRL. The TCR CDR3 sequence is CSARTSGRVGEQFF. Result: 0 (the TCR does not bind to the epitope). (2) The TCR CDR3 sequence is CASSIAGGGEDTQYF. The epitope is KRWIILGLNK. Result: 1 (the TCR binds to the epitope). (3) The epitope is LVLSVNPYV. The TCR CDR3 sequence is CASSLWQNTEAFF. Result: 1 (the TCR binds to the epitope). (4) The epitope is KLWAQCVQL. The TCR CDR3 sequence is CASRPESTTSWNTEAFF. Result: 1 (the TCR binds to the epitope). (5) The epitope is KLFIRQEEV. The TCR CDR3 sequence is CASSLAGGSNTGELFF. Result: 0 (the TCR does not bind to the epitope). (6) The epitope is ARMILMTHF. The TCR CDR3 sequence is CASSLRQGADEKLFF. Result: 0 (the TCR does not bind to the epitope). (7) The epitope is LLMPILTLT. The TCR CDR3 sequence is CASSANGDYTEAFF. Result: 0 (the TCR does not bind to the epitope). (8) The epitope is GTSGSPIVNR. Result: 0 (the TCR does not bind to the epitope). The TCR CDR3 sequence is CASSYTHTGELFF.